From a dataset of Forward reaction prediction with 1.9M reactions from USPTO patents (1976-2016). Predict the product of the given reaction. (1) Given the reactants Cl[C:2]1[CH:7]=[C:6]([S:8]([C:11](F)(F)F)(=[O:10])=[O:9])[C:5](C2C=CC(SC)=CC=2)=[CH:4]C=1Cl.[F:24][C:25]1[CH:30]=[CH:29][C:28](B(O)O)=[CH:27][CH:26]=1.C([O-])([O-])=O.[K+].[K+].[Cl:40][C:41]1[CH:46]=[CH:45][CH:44]=[C:43]([C:47](OO)=O)[CH:42]=1.C(Cl)[Cl:52], predict the reaction product. The product is: [Cl:40][C:41]1[CH:42]=[C:43]([C:47]2[CH:2]=[CH:7][C:6]([S:8]([CH3:11])(=[O:10])=[O:9])=[CH:5][CH:4]=2)[C:44]([C:28]2[CH:29]=[CH:30][C:25]([F:24])=[CH:26][CH:27]=2)=[CH:45][C:46]=1[Cl:52]. (2) The product is: [NH3:15].[C:7]([C:11]1[CH:31]=[CH:30][C:14]2[NH:15][C:16]([C@@H:18]([NH:22][CH3:23])[C@H:19]([OH:21])[CH3:20])=[N:17][C:13]=2[CH:12]=1)([CH3:8])([CH3:9])[CH3:10]. Given the reactants [H-].[Al+3].[Li+].[H-].[H-].[H-].[C:7]([C:11]1[CH:31]=[CH:30][C:14]2[NH:15][C:16]([C@@H:18]([NH:22][C:23](=O)OC(C)(C)C)[C@H:19]([OH:21])[CH3:20])=[N:17][C:13]=2[CH:12]=1)([CH3:10])([CH3:9])[CH3:8], predict the reaction product.